Task: Predict the product of the given reaction.. Dataset: Forward reaction prediction with 1.9M reactions from USPTO patents (1976-2016) (1) Given the reactants [C:1]([N:5]1[CH:9]=[C:8]2[O:10][C:11]3([CH2:19][CH2:18][N:17](C(OC(C)(C)C)=O)[CH2:16][CH2:15]3)[CH2:12][C:13](=[O:14])[C:7]2=[N:6]1)([CH3:4])([CH3:3])[CH3:2].C(OCC)(=O)C.C(Cl)(=O)C, predict the reaction product. The product is: [C:1]([N:5]1[CH:9]=[C:8]2[O:10][C:11]3([CH2:15][CH2:16][NH:17][CH2:18][CH2:19]3)[CH2:12][C:13](=[O:14])[C:7]2=[N:6]1)([CH3:4])([CH3:2])[CH3:3]. (2) Given the reactants Br.Br[CH2:3][C:4]1[CH:9]=[CH:8][CH:7]=[CH:6][N:5]=1.BrCC1CCCCO1.[N:18]1[C:27]2[C:22](=[CH:23][CH:24]=[CH:25][CH:26]=2)[CH:21]=[C:20]([C:28]2[CH:36]=[CH:35][CH:34]=[C:33]3[C:29]=2[C:30]2([C:49]4[C:40](=[CH:41][C:42]5[O:47][CH2:46][CH2:45][O:44][C:43]=5[CH:48]=4)[O:39][CH2:38]2)[C:31](=[O:37])[NH:32]3)[CH:19]=1, predict the reaction product. The product is: [N:5]1[CH:6]=[CH:7][CH:8]=[CH:9][C:4]=1[CH2:3][N:32]1[C:33]2[C:29](=[C:28]([C:20]3[CH:19]=[N:18][C:27]4[C:22]([CH:21]=3)=[CH:23][CH:24]=[CH:25][CH:26]=4)[CH:36]=[CH:35][CH:34]=2)[C:30]2([C:49]3[C:40](=[CH:41][C:42]4[O:47][CH2:46][CH2:45][O:44][C:43]=4[CH:48]=3)[O:39][CH2:38]2)[C:31]1=[O:37]. (3) Given the reactants [Br:1][C:2]1[CH:10]=[C:9]([Cl:11])[CH:8]=[C:4]([C:5]([OH:7])=O)[C:3]=1[OH:12].O[NH:14][C:15]([C:17]1[C:22]([CH3:23])=[CH:21][CH:20]=[CH:19][N:18]=1)=[NH:16], predict the reaction product. The product is: [Br:1][C:2]1[CH:10]=[C:9]([Cl:11])[CH:8]=[C:4]([C:5]2[O:7][N:16]=[C:15]([C:17]3[C:22]([CH3:23])=[CH:21][CH:20]=[CH:19][N:18]=3)[N:14]=2)[C:3]=1[OH:12]. (4) Given the reactants F[C:2]1[CH:7]=[C:6](F)[CH:5]=[C:4](F)[C:3]=1N=C=S.CC(C)N=C=NC(C)C.C[N:23]([CH:25]=[O:26])C, predict the reaction product. The product is: [CH:2]1([C:25]([NH2:23])=[O:26])[CH2:3][CH2:4][CH2:5][CH2:6][CH2:7]1. (5) The product is: [CH2:13]([O:1][C:2]1[CH:3]=[CH:4][C:5]([C:6]([O:8][CH3:9])=[O:7])=[CH:10][CH:11]=1)[C:14]1[CH:19]=[CH:18][CH:17]=[CH:16][CH:15]=1. Given the reactants [OH:1][C:2]1[CH:11]=[CH:10][C:5]([C:6]([O:8][CH3:9])=[O:7])=[CH:4][CH:3]=1.Br[CH2:13][C:14]1[CH:19]=[CH:18][CH:17]=[CH:16][CH:15]=1.C(=O)([O-])[O-].[K+].[K+], predict the reaction product. (6) The product is: [CH2:1]([O:3][C:4](=[O:19])[C@@H:5]([NH:15][C:16](=[O:18])[CH3:17])[CH2:6][C@H:7]([CH3:14])[CH2:8][CH2:9][O:10][CH2:11][CH:12]=[CH2:13])[CH3:2]. Given the reactants [CH2:1]([O:3][C:4](=[O:19])[C@@H:5]([NH:15][C:16](=[O:18])[CH3:17])[CH2:6][CH:7]([CH3:14])[CH2:8][CH2:9][O:10][CH2:11][CH:12]=[CH2:13])[CH3:2], predict the reaction product. (7) Given the reactants [F:1][C:2]1[CH:3]=[C:4]([CH:45]=[C:46]([F:48])[CH:47]=1)[CH2:5][C@H:6]([NH:24][C:25]([C:27]1[C:28]2[CH2:29][CH2:30][N:31]([CH:38]([CH2:42][CH2:43][CH3:44])[CH2:39][CH2:40][CH3:41])[C:32](=[O:37])[C:33]=2[CH:34]=[CH:35][CH:36]=1)=[O:26])[C@H:7]([OH:23])[CH2:8][NH:9][C:10]1([C:13]2[CH:18]=[CH:17][CH:16]=[C:15]([C:19]([F:22])([F:21])[F:20])[CH:14]=2)[CH2:12][CH2:11]1.[ClH:49], predict the reaction product. The product is: [ClH:49].[F:1][C:2]1[CH:3]=[C:4]([CH:45]=[C:46]([F:48])[CH:47]=1)[CH2:5][C@H:6]([NH:24][C:25]([C:27]1[C:28]2[CH2:29][CH2:30][N:31]([CH:38]([CH2:39][CH2:40][CH3:41])[CH2:42][CH2:43][CH3:44])[C:32](=[O:37])[C:33]=2[CH:34]=[CH:35][CH:36]=1)=[O:26])[C@H:7]([OH:23])[CH2:8][NH:9][C:10]1([C:13]2[CH:18]=[CH:17][CH:16]=[C:15]([C:19]([F:21])([F:20])[F:22])[CH:14]=2)[CH2:11][CH2:12]1. (8) Given the reactants [Br:1][C:2]1[CH:7]=[C:6]([NH2:8])[C:5]([NH2:9])=[C:4]([CH3:10])[CH:3]=1.Cl.[CH3:12][C:13](=O)CC(=O)C.C([O-])(O)=O.[Na+], predict the reaction product. The product is: [Br:1][C:2]1[CH:3]=[C:4]([CH3:10])[C:5]2[N:9]=[C:12]([CH3:13])[NH:8][C:6]=2[CH:7]=1.